Dataset: Catalyst prediction with 721,799 reactions and 888 catalyst types from USPTO. Task: Predict which catalyst facilitates the given reaction. (1) Reactant: C(OC([N:8]1[CH2:11][CH:10]([S:12]([C:15]2[CH:20]=[CH:19][C:18]([C:21]3[C:26]([Cl:27])=[CH:25][C:24]([NH:28][C:29]4[N:33]=[C:32]([NH2:34])[NH:31][N:30]=4)=[CH:23][C:22]=3[C:35]([F:38])([F:37])[F:36])=[CH:17][CH:16]=2)(=[O:14])=[O:13])[CH2:9]1)=O)(C)(C)C.Cl. Product: [ClH:27].[NH:8]1[CH2:9][CH:10]([S:12]([C:15]2[CH:16]=[CH:17][C:18]([C:21]3[C:26]([Cl:27])=[CH:25][C:24]([NH:28][C:29]4[N:33]=[C:32]([NH2:34])[NH:31][N:30]=4)=[CH:23][C:22]=3[C:35]([F:36])([F:38])[F:37])=[CH:19][CH:20]=2)(=[O:13])=[O:14])[CH2:11]1. The catalyst class is: 2. (2) Reactant: [Cl:1][C:2]1[CH:7]=[CH:6][N:5]=[C:4]([CH2:8][NH:9][C:10]2[O:11][C:12]3[C:18]([O:19][CH3:20])=[CH:17][C:16]([C:21]([N:23]4[CH2:30][C@H:29]([O:31][CH:32]5[CH2:34][CH2:33]5)[CH2:28][C@H:24]4[C:25](O)=[O:26])=[O:22])=[CH:15][C:13]=3[N:14]=2)[CH:3]=1.Cl.[F:36][CH:37]1[CH2:40][NH:39][CH2:38]1.C(N(CC)C(C)C)(C)C.CN(C(ON1N=NC2C=CC=NC1=2)=[N+](C)C)C.F[P-](F)(F)(F)(F)F. Product: [Cl:1][C:2]1[CH:7]=[CH:6][N:5]=[C:4]([CH2:8][NH:9][C:10]2[O:11][C:12]3[C:18]([O:19][CH3:20])=[CH:17][C:16]([C:21]([N:23]4[CH2:30][C@H:29]([O:31][CH:32]5[CH2:34][CH2:33]5)[CH2:28][C@H:24]4[C:25]([N:39]4[CH2:40][CH:37]([F:36])[CH2:38]4)=[O:26])=[O:22])=[CH:15][C:13]=3[N:14]=2)[CH:3]=1. The catalyst class is: 9. (3) Reactant: [CH3:1][C:2]1[NH:3][C:4]2[C:9]([CH:10]=1)=[CH:8][C:7]([CH3:11])=[CH:6][CH:5]=2.Cl[C:13]1[O:14][CH:15]=[CH:16][N:17]=1.CN1[C:23](=O)[CH2:22][CH2:21][CH2:20]1.O. Product: [CH3:1][C:2]1[NH:3][C:4]2[C:9]([C:10]=1[C:13]1[O:14][C:15]3[CH:23]=[CH:22][CH:21]=[CH:20][C:16]=3[N:17]=1)=[CH:8][C:7]([CH3:11])=[CH:6][CH:5]=2. The catalyst class is: 25. (4) Reactant: [Br:1][C:2]1[CH:3]=[C:4]([N+:15]([O-])=O)[C:5]([O:8][CH2:9][C:10](OCC)=[O:11])=[N:6][CH:7]=1.C(O)(=O)C. Product: [Br:1][C:2]1[CH:7]=[N:6][C:5]2[O:8][CH2:9][C:10](=[O:11])[NH:15][C:4]=2[CH:3]=1. The catalyst class is: 324. (5) Reactant: CS[CH:3]([C:14]1[CH:19]=[C:18]([C:20]([C:24]([O:26][CH2:27][CH3:28])=[O:25])=[CH:21][CH2:22][CH3:23])[CH:17]=[CH:16][C:15]=1[O:29][CH3:30])[C:4]([O:6][CH2:7][C:8]1[CH:13]=[CH:12][CH:11]=[CH:10][CH:9]=1)=[O:5]. Product: [CH3:28][CH2:27][O:26][C:24]([C:20]([C:18]1[CH:17]=[CH:16][C:15]([O:29][CH3:30])=[C:14]([CH2:3][C:4]([O:6][CH2:7][C:8]2[CH:9]=[CH:10][CH:11]=[CH:12][CH:13]=2)=[O:5])[CH:19]=1)=[CH:21][CH2:22][CH3:23])=[O:25]. The catalyst class is: 763.